Dataset: Full USPTO retrosynthesis dataset with 1.9M reactions from patents (1976-2016). Task: Predict the reactants needed to synthesize the given product. (1) Given the product [ClH:30].[CH2:13]([CH2:20][NH:21][CH2:22][CH:23]1[CH2:28][CH2:27][CH2:26][CH2:25][C:24]1([C:7]1[CH:8]=[N:9][CH:10]=[CH:11][CH:12]=1)[OH:29])[C:14]1[CH:19]=[CH:18][CH:17]=[CH:16][CH:15]=1, predict the reactants needed to synthesize it. The reactants are: C([Li])CCC.Br[C:7]1[CH:8]=[N:9][CH:10]=[CH:11][CH:12]=1.[CH2:13]([CH2:20][NH:21][CH2:22][CH:23]1[CH2:28][CH2:27][CH2:26][CH2:25][C:24]1=[O:29])[C:14]1[CH:19]=[CH:18][CH:17]=[CH:16][CH:15]=1.[Cl:30][Si](C)(C)C. (2) Given the product [Br:1][C:2]1[CH:10]=[C:9]2[C:5]([C:6]([CH2:19][O:20][S:31]([CH3:30])(=[O:33])=[O:32])([CH2:21][O:22][S:31]([CH3:30])(=[O:33])=[O:32])[C:7](=[O:18])[N:8]2[C:11]([O:13][C:14]([CH3:16])([CH3:17])[CH3:15])=[O:12])=[CH:4][CH:3]=1, predict the reactants needed to synthesize it. The reactants are: [Br:1][C:2]1[CH:10]=[C:9]2[C:5]([C:6]([CH2:21][OH:22])([CH2:19][OH:20])[C:7](=[O:18])[N:8]2[C:11]([O:13][C:14]([CH3:17])([CH3:16])[CH3:15])=[O:12])=[CH:4][CH:3]=1.C(N(CC)CC)C.[CH3:30][S:31](Cl)(=[O:33])=[O:32].